Predict the reaction yield, written as a fraction of the theoretical maximum amount of product (1.0 means a 100% yield; for example, 0.34 means a 34% yield). From a dataset of Reaction yield outcomes from USPTO patents with 853,638 reactions. (1) The reactants are Br[C:2]1[O:6][C:5]([C:7]2[C:12]([F:13])=[CH:11][CH:10]=[CH:9][C:8]=2[F:14])=[N:4][C:3]=1[C:15]#[N:16].C([Sn](CCCC)(CCCC)[C:22]1[CH:27]=[CH:26][CH:25]=[CH:24][N:23]=1)CCC.C[OH:37]. The catalyst is C(#N)C.C1C=CC([P]([Pd]([P](C2C=CC=CC=2)(C2C=CC=CC=2)C2C=CC=CC=2)([P](C2C=CC=CC=2)(C2C=CC=CC=2)C2C=CC=CC=2)[P](C2C=CC=CC=2)(C2C=CC=CC=2)C2C=CC=CC=2)(C2C=CC=CC=2)C2C=CC=CC=2)=CC=1. The yield is 0.580. The product is [F:14][C:8]1[CH:9]=[CH:10][CH:11]=[C:12]([F:13])[C:7]=1[C:5]1[O:6][C:2]([C:22]2[CH:27]=[CH:26][CH:25]=[CH:24][N:23]=2)=[C:3]([C:15]([NH2:16])=[O:37])[N:4]=1. (2) The reactants are [Si:1]([O:8]S(C(F)(F)F)(=O)=O)([C:4]([CH3:7])([CH3:6])[CH3:5])([CH3:3])[CH3:2].[N:16]([CH:19]1[CH2:25][CH2:24][CH2:23][N:22]([C:26]([O:28][CH2:29][C:30]2[CH:35]=[CH:34][CH:33]=[CH:32][CH:31]=2)=[O:27])[CH2:21][CH:20]1O)=[N+:17]=[N-:18]. The catalyst is C(Cl)Cl. The product is [N:16]([CH:19]1[CH2:25][CH2:24][CH2:23][N:22]([C:26]([O:28][CH2:29][C:30]2[CH:35]=[CH:34][CH:33]=[CH:32][CH:31]=2)=[O:27])[CH2:21][CH:20]1[O:8][Si:1]([C:4]([CH3:7])([CH3:6])[CH3:5])([CH3:3])[CH3:2])=[N+:17]=[N-:18]. The yield is 0.360. (3) The reactants are [Br:1][C:2]1[CH:3]=[C:4]([CH:21]=[C:22]([C:24]([F:27])([F:26])[F:25])[CH:23]=1)[C:5]([N:7]([CH2:9][C@H:10]([C:14]1[CH:19]=[CH:18][C:17]([F:20])=[CH:16][CH:15]=1)[CH2:11][CH:12]=C)[CH3:8])=[O:6].C[N+]1([O-])CC[O:32]CC1.OS([O-])=O.[Na+]. The catalyst is CC(C)=O.O.O=[Os](=O)(=O)=O. The product is [Br:1][C:2]1[CH:3]=[C:4]([CH:21]=[C:22]([C:24]([F:27])([F:26])[F:25])[CH:23]=1)[C:5]([N:7]([CH2:9][C@H:10]([C:14]1[CH:19]=[CH:18][C:17]([F:20])=[CH:16][CH:15]=1)[CH2:11][CH:12]=[O:32])[CH3:8])=[O:6]. The yield is 0.900.